From a dataset of Reaction yield outcomes from USPTO patents with 853,638 reactions. Predict the reaction yield, written as a fraction of the theoretical maximum amount of product (1.0 means a 100% yield; for example, 0.34 means a 34% yield). (1) The reactants are C([O:3][C:4]([C:6]1[S:24][C:9]2[N:10]=[C:11]([NH2:23])[N:12]=[C:13]([C:14]3[CH:19]=[C:18]([CH:20]=O)[CH:17]=[CH:16][C:15]=3[CH3:22])[C:8]=2[CH:7]=1)=O)C.[CH2:25]([NH2:28])[CH2:26][CH3:27].[BH4-].[Na+].[CH2:31]([NH2:33])[CH3:32]. The catalyst is CO. The product is [CH2:31]([NH:33][C:4]([C:6]1[S:24][C:9]2[N:10]=[C:11]([NH2:23])[N:12]=[C:13]([C:14]3[CH:19]=[C:18]([CH2:20][NH:28][CH2:25][CH2:26][CH3:27])[CH:17]=[CH:16][C:15]=3[CH3:22])[C:8]=2[CH:7]=1)=[O:3])[CH3:32]. The yield is 0.450. (2) The reactants are [CH3:1][O:2][C:3]1[CH:9]=[CH:8][CH:7]=[CH:6][C:4]=1[NH2:5].[N:10]([O-])=O.[Na+].C([O-])(=O)C.[Na+].[C:19]([CH2:22][C:23](=[O:25])[CH3:24])(=[O:21])[CH3:20]. The catalyst is C(O)(=O)C.Cl.O.C(O)C. The product is [CH3:1][O:2][C:3]1[CH:9]=[CH:8][CH:7]=[CH:6][C:4]=1[NH:5][N:10]=[C:22]([C:23](=[O:25])[CH3:24])[C:19](=[O:21])[CH3:20]. The yield is 0.790. (3) The reactants are [CH3:1][C:2]1[NH:3][C:4]([CH3:11])=[CH:5][C:6]=1[C:7]([O:9][CH3:10])=[O:8].[Cl-].[Cl-].[Cl-].[Al+3].ClC(N(C)C)=C(C)C.[CH2:24]([O:26][CH:27]1[CH2:32][CH2:31][N:30]([C:33]([C:35]2[CH:36]=[C:37]([CH2:42][C:43](O)=[O:44])[CH:38]=[CH:39][C:40]=2[F:41])=[O:34])[CH2:29][CH2:28]1)[CH3:25].Cl. The catalyst is C(Cl)Cl. The product is [CH2:24]([O:26][CH:27]1[CH2:28][CH2:29][N:30]([C:33]([C:35]2[CH:36]=[C:37]([CH2:42][C:43]([C:5]3[C:6]([C:7]([O:9][CH3:10])=[O:8])=[C:2]([CH3:1])[NH:3][C:4]=3[CH3:11])=[O:44])[CH:38]=[CH:39][C:40]=2[F:41])=[O:34])[CH2:31][CH2:32]1)[CH3:25]. The yield is 0.860. (4) The reactants are [NH2:1][C:2]1[C:7]([C:8]#[N:9])=[C:6]([NH:10][C@H:11]([C:13]2[N:18]=[C:17]3[CH:19]=[CH:20][N:21]([CH3:22])[C:16]3=[CH:15][C:14]=2[C:23]2[N:24]=[CH:25][S:26][CH:27]=2)[CH3:12])[N:5]=[C:4](S(C)(=O)=O)[N:3]=1.[NH3:32]. The catalyst is O1CCOCC1. The product is [NH2:32][C:4]1[N:3]=[C:2]([NH2:1])[C:7]([C:8]#[N:9])=[C:6]([NH:10][C@H:11]([C:13]2[N:18]=[C:17]3[CH:19]=[CH:20][N:21]([CH3:22])[C:16]3=[CH:15][C:14]=2[C:23]2[N:24]=[CH:25][S:26][CH:27]=2)[CH3:12])[N:5]=1. The yield is 0.700. (5) The reactants are [CH2:1]=[CH:2][CH2:3][CH:4]([OH:6])C.[C:7](N1C=CN=C1)(N1C=CN=C1)=[O:8].Cl.[CH3:20][O:21][C:22](=[O:29])[C@H:23]([CH2:25][CH2:26][CH2:27][CH3:28])[NH2:24].[CH3:30]N(C=O)C. The product is [CH2:4]([O:6][C:7]([NH:24][C@H:23]([C:22]([O:21][CH3:20])=[O:29])[CH2:25][CH2:26][CH2:27][CH3:28])=[O:8])[CH2:3][CH2:2][CH:1]=[CH2:30]. The yield is 0.740. The catalyst is CCOCC. (6) The catalyst is C(#N)C. The reactants are [CH3:1][O:2][C:3]1[CH:8]=[CH:7][CH:6]=[CH:5][C:4]=1[C:9]1[C:17]2[C:12](=[N:13][CH:14]=[C:15](B3OC(C)(C)C(C)(C)O3)[CH:16]=2)[N:11](S(C2C=CC(C)=CC=2)(=O)=O)[CH:10]=1.Br[C:38]1[CH:39]=[N:40][CH:41]=[C:42]([CH:48]=1)[C:43]([N:45]([CH3:47])[CH3:46])=[O:44].C([O-])(O)=O.[Na+]. The yield is 0.570. The product is [CH3:1][O:2][C:3]1[CH:8]=[CH:7][CH:6]=[CH:5][C:4]=1[C:9]1[C:17]2[C:12](=[N:13][CH:14]=[C:15]([C:38]3[CH:39]=[N:40][CH:41]=[C:42]([CH:48]=3)[C:43]([N:45]([CH3:46])[CH3:47])=[O:44])[CH:16]=2)[NH:11][CH:10]=1. (7) The reactants are [CH3:1][N:2]([CH3:30])[CH2:3][C:4]([NH:6][CH2:7][CH2:8][CH2:9][NH:10][C:11]1[N:16]=[C:15]2[N:17](COCC[Si](C)(C)C)[CH:18]=[CH:19][C:14]2=[C:13]([O:28][CH3:29])[CH:12]=1)=[O:5].O.O.O.[F-].C([N+](CCCC)(CCCC)CCCC)CCC. The catalyst is C1COCC1. The product is [CH3:30][N:2]([CH3:1])[CH2:3][C:4]([NH:6][CH2:7][CH2:8][CH2:9][NH:10][C:11]1[N:16]=[C:15]2[NH:17][CH:18]=[CH:19][C:14]2=[C:13]([O:28][CH3:29])[CH:12]=1)=[O:5]. The yield is 0.390. (8) The reactants are [NH:1]1[CH:5]=[CH:4][C:3]([C:6]([OH:8])=O)=[CH:2]1.[NH2:9][C@@H:10]1[C@H:14]2[O:15][CH2:16][C@H:17]([NH:18][C:19]([CH:21]3[CH2:23][CH2:22]3)=[O:20])[C@H:13]2[O:12][CH2:11]1. No catalyst specified. The product is [CH:21]1([C:19]([NH:18][C@@H:17]2[C@H:13]3[O:12][CH2:11][C@H:10]([NH:9][C:6]([C:3]4[CH:4]=[CH:5][NH:1][CH:2]=4)=[O:8])[C@H:14]3[O:15][CH2:16]2)=[O:20])[CH2:22][CH2:23]1. The yield is 0.395.